This data is from Forward reaction prediction with 1.9M reactions from USPTO patents (1976-2016). The task is: Predict the product of the given reaction. (1) The product is: [Cl:1][C:2]1[CH:7]=[CH:6][C:5]([C:8]2[N:12]([CH2:13][C@H:14]([OH:19])[C:15]([F:17])([F:16])[F:18])[C:11](=[O:20])[N:10]([CH2:21][C:22]([NH:24][C@@:25]([C:30]3[CH:35]=[CH:34][CH:33]=[C:32]([C:36]([F:39])([F:37])[F:38])[CH:31]=3)([CH3:29])[C:26]([NH2:46])=[O:27])=[O:23])[N:9]=2)=[CH:4][CH:3]=1. Given the reactants [Cl:1][C:2]1[CH:7]=[CH:6][C:5]([C:8]2[N:12]([CH2:13][C@H:14]([OH:19])[C:15]([F:18])([F:17])[F:16])[C:11](=[O:20])[N:10]([CH2:21][C:22]([NH:24][C@@:25]([C:30]3[CH:35]=[CH:34][CH:33]=[C:32]([C:36]([F:39])([F:38])[F:37])[CH:31]=3)([CH3:29])[C:26](O)=[O:27])=[O:23])[N:9]=2)=[CH:4][CH:3]=1.C1C=CC2N(O)N=[N:46]C=2C=1.C(Cl)CCl.N, predict the reaction product. (2) Given the reactants [F:1][C:2]([F:16])([F:15])[O:3][C:4]1[CH:12]=[C:11]([CH:13]=[CH2:14])[CH:10]=[CH:9][C:5]=1[C:6]([OH:8])=[O:7].Br[CH:18]([C:23]1[CH:28]=[C:27]([Cl:29])[C:26]([F:30])=[C:25]([Cl:31])[CH:24]=1)[C:19]([F:22])([F:21])[F:20].N1C=CC=CC=1C1C=CC=CN=1, predict the reaction product. The product is: [Cl:29][C:27]1[CH:28]=[C:23]([CH:18]([C:19]([F:22])([F:21])[F:20])/[CH:14]=[CH:13]/[C:11]2[CH:10]=[CH:9][C:5]([C:6]([OH:8])=[O:7])=[C:4]([O:3][C:2]([F:15])([F:16])[F:1])[CH:12]=2)[CH:24]=[C:25]([Cl:31])[C:26]=1[F:30].